This data is from Full USPTO retrosynthesis dataset with 1.9M reactions from patents (1976-2016). The task is: Predict the reactants needed to synthesize the given product. (1) Given the product [C:13]([O:16][C:17]([N:1]1[CH2:6][CH2:5][CH:4]([C:7]([OH:9])=[O:8])[CH2:3][CH2:2]1)=[O:18])([CH3:15])([CH3:14])[CH3:12], predict the reactants needed to synthesize it. The reactants are: [NH:1]1[CH2:6][CH2:5][CH:4]([C:7]([OH:9])=[O:8])[CH2:3][CH2:2]1.[OH-].[Na+].[CH3:12][C:13]([O:16][C:17](O[C:17]([O:16][C:13]([CH3:15])([CH3:14])[CH3:12])=[O:18])=[O:18])([CH3:15])[CH3:14].C(O)(=O)CC(CC(O)=O)(C(O)=O)O. (2) Given the product [F:34][C:31]1[CH:32]=[CH:33][C:28]([O:27][C:22]2[C:21]([C:19]([NH:18][CH2:17][C:14]3[CH:15]=[CH:16][C:11]([C:7]4[CH:8]=[CH:9][CH:10]=[C:5]([C:3]([OH:4])=[O:2])[CH:6]=4)=[CH:12][CH:13]=3)=[O:20])=[CH:26][CH:25]=[CH:24][N:23]=2)=[CH:29][CH:30]=1, predict the reactants needed to synthesize it. The reactants are: C[O:2][C:3]([C:5]1[CH:6]=[C:7]([C:11]2[CH:16]=[CH:15][C:14]([CH2:17][NH:18][C:19]([C:21]3[C:22]([O:27][C:28]4[CH:33]=[CH:32][C:31]([F:34])=[CH:30][CH:29]=4)=[N:23][CH:24]=[CH:25][CH:26]=3)=[O:20])=[CH:13][CH:12]=2)[CH:8]=[CH:9][CH:10]=1)=[O:4].[OH-].[Na+].Cl.CO.ClCCl. (3) The reactants are: C[O-].[Na+].[Cl:4][CH2:5][C:6]1([CH3:24])[O:10][N:9]=[C:8]([S:11][CH2:12][C:13]2[C:14]([C:20]([F:23])([F:22])[F:21])=[N:15][N:16]([CH3:19])[C:17]=2F)[CH2:7]1.O.[C:26](OCC)(=[O:28])C. Given the product [Cl:4][CH2:5][C:6]1([CH3:24])[O:10][N:9]=[C:8]([S:11][CH2:12][C:13]2[C:14]([C:20]([F:23])([F:22])[F:21])=[N:15][N:16]([CH3:19])[C:17]=2[O:28][CH3:26])[CH2:7]1, predict the reactants needed to synthesize it. (4) Given the product [CH3:11][O:12][C:13](=[O:37])[C:14]1[CH:19]=[CH:18][CH:17]=[C:16]([CH2:20][N:21]2[C:22]3[C:27](=[CH:26][CH:25]=[CH:24][CH:23]=3)/[C:30](=[C:31](/[C:5]3[CH:6]=[CH:7][C:2]([Cl:1])=[CH:3][CH:4]=3)\[C:32]([CH3:35])([CH3:34])[CH3:33])/[C:29]2=[O:36])[CH:15]=1, predict the reactants needed to synthesize it. The reactants are: [Cl:1][C:2]1[CH:7]=[CH:6][C:5](B(O)O)=[CH:4][CH:3]=1.[CH3:11][O:12][C:13](=[O:37])[C:14]1[CH:19]=[CH:18][CH:17]=[C:16]([CH2:20][N:21]([C:29](=[O:36])[C:30]#[C:31][C:32]([CH3:35])([CH3:34])[CH3:33])[C:22]2[CH:27]=[CH:26][CH:25]=[CH:24][C:23]=2I)[CH:15]=1. (5) Given the product [CH2:33]([O:32][C:30](=[O:31])[NH:19][CH2:18][CH:15]1[CH2:14][C:13]2[CH:12]=[CH:11][CH:10]=[C:9]([C:3]3[C:4]([CH3:8])=[CH:5][CH:6]=[CH:7][C:2]=3[CH3:1])[C:17]=2[O:16]1)[C:34]1[CH:39]=[CH:38][CH:37]=[CH:36][CH:35]=1, predict the reactants needed to synthesize it. The reactants are: [CH3:1][C:2]1[CH:7]=[CH:6][CH:5]=[C:4]([CH3:8])[C:3]=1[C:9]1[C:17]2[O:16][CH:15]([CH2:18][NH2:19])[CH2:14][C:13]=2[CH:12]=[CH:11][CH:10]=1.C(N(C(C)C)CC)(C)C.Cl[C:30]([O:32][CH2:33][C:34]1[CH:39]=[CH:38][CH:37]=[CH:36][CH:35]=1)=[O:31].C(OC(=O)NCC1CC2C=CC=C(C3CCCC3)C=2O1)C1C=CC=CC=1. (6) Given the product [CH2:40]([NH:39][C:32](=[O:34])[C:31]1[CH:35]=[CH:36][CH:37]=[CH:38][C:30]=1[S:27]([CH2:26][C:16]1[C:17]2[CH2:18][CH2:19][CH2:20][C:21](=[O:25])[C:22]=2[CH:23]=[CH:24][C:15]=1[O:14][C@@H:7]([C:8]1[CH:13]=[CH:12][CH:11]=[CH:10][CH:9]=1)[CH2:6][N:1]1[CH:5]=[CH:4][N:3]=[CH:2]1)(=[O:29])=[O:28])[CH:41]=[CH2:42], predict the reactants needed to synthesize it. The reactants are: [N:1]1([CH2:6][C@@H:7]([O:14][C:15]2[CH:24]=[CH:23][C:22]3[C:21](=[O:25])[CH2:20][CH2:19][CH2:18][C:17]=3[C:16]=2[CH2:26][S:27]([C:30]2[CH:38]=[CH:37][CH:36]=[CH:35][C:31]=2[C:32]([OH:34])=O)(=[O:29])=[O:28])[C:8]2[CH:13]=[CH:12][CH:11]=[CH:10][CH:9]=2)[CH:5]=[CH:4][N:3]=[CH:2]1.[NH2:39][CH2:40][CH:41]=[CH2:42]. (7) Given the product [CH3:34][N:32]([CH3:33])[CH2:31][CH2:30][C:26]1[CH:27]=[CH:28][CH:29]=[C:24]([N:4]2[CH:5]=[CH:6][C:2]([CH3:1])=[N:3]2)[CH:25]=1, predict the reactants needed to synthesize it. The reactants are: [CH3:1][C:2]1[CH:6]=[CH:5][NH:4][N:3]=1.C([O-])([O-])=O.[Cs+].[Cs+].C(=NO)C1C(=CC=CC=1)O.Br[C:24]1[CH:25]=[C:26]([CH2:30][CH2:31][N:32]([CH3:34])[CH3:33])[CH:27]=[CH:28][CH:29]=1.